Predict which catalyst facilitates the given reaction. From a dataset of Catalyst prediction with 721,799 reactions and 888 catalyst types from USPTO. (1) Reactant: [F:1][C:2]1[CH:3]=[CH:4][C:5]([C:8]2[N:12]=[C:11]([C:13]3[CH:18]=[C:17]([N+:19]([O-])=O)[CH:16]=[C:15]([C:22]#[N:23])[CH:14]=3)[O:10][N:9]=2)=[N:6][CH:7]=1.O.O.[Sn](Cl)Cl.ClCCl. Product: [F:1][C:2]1[CH:3]=[CH:4][C:5]([C:8]2[N:12]=[C:11]([C:13]3[CH:14]=[C:15]([C:22]#[N:23])[CH:16]=[C:17]([NH2:19])[CH:18]=3)[O:10][N:9]=2)=[N:6][CH:7]=1. The catalyst class is: 8. (2) Reactant: [CH3:1][C:2]1[CH:3]=[C:4]([SH:8])[CH:5]=[CH:6][CH:7]=1.[OH-].[K+].Br.Br[CH2:13][C:14]([C:16]1[CH:17]=[N:18][CH:19]=[CH:20][CH:21]=1)=[O:15]. Product: [CH3:1][C:2]1[CH:3]=[C:4]([S:8][CH2:13][C:14]([C:16]2[CH:17]=[N:18][CH:19]=[CH:20][CH:21]=2)=[O:15])[CH:5]=[CH:6][CH:7]=1. The catalyst class is: 97. (3) Reactant: [Br:1][C:2]1[C:6]2[CH:7]=[N:8][C:9]([NH:11][C:12](=[O:18])OC(C)(C)C)=[CH:10][C:5]=2[N:4]([CH3:19])[CH:3]=1.ClC([C:23]1[CH:32]=[CH:31][C:26]([C:27]([O:29][CH3:30])=[O:28])=[CH:25][CH:24]=1)=O. Product: [Br:1][C:2]1[C:6]2[CH:7]=[N:8][C:9]([NH:11][C:12]([C:23]3[CH:32]=[CH:31][C:26]([C:27]([O:29][CH3:30])=[O:28])=[CH:25][CH:24]=3)=[O:18])=[CH:10][C:5]=2[N:4]([CH3:19])[CH:3]=1. The catalyst class is: 33.